From a dataset of Forward reaction prediction with 1.9M reactions from USPTO patents (1976-2016). Predict the product of the given reaction. (1) Given the reactants [OH:1][C:2]1[CH:3]=[CH:4][C:5]([N+:12]([O-:14])=[O:13])=[C:6]([CH:8]([OH:11])[CH:9]=[CH2:10])[CH:7]=1.[I-].[Na+].C(=O)([O-])[O-].[K+].[K+].S(C1C=CC(C)=CC=1)(O[CH2:27][CH2:28][CH2:29][NH:30][C:31]([O:33][C:34]([CH3:37])([CH3:36])[CH3:35])=[O:32])(=O)=O, predict the reaction product. The product is: [C:34]([O:33][C:31]([NH:30][CH2:29][CH2:28][CH2:27][O:1][C:2]1[CH:3]=[CH:4][C:5]([N+:12]([O-:14])=[O:13])=[C:6]([CH:8]([OH:11])[CH:9]=[CH2:10])[CH:7]=1)=[O:32])([CH3:37])([CH3:36])[CH3:35]. (2) Given the reactants [Cl:1][C:2]1[CH:22]=[C:21]([CH2:23][N:24]2[CH2:29][CH2:28][N:27]([S:30]([CH2:33][CH2:34][CH2:35]Cl)(=[O:32])=[O:31])[CH2:26][CH2:25]2)[CH:20]=[CH:19][C:3]=1[O:4][CH:5]1[CH2:10][CH2:9][N:8]([C:11]2[N:16]=[CH:15][C:14]([CH2:17][CH3:18])=[CH:13][N:12]=2)[CH2:7][CH2:6]1.[Na+].[I-].[CH3:39][C:40]([O-:42])=[O:41].[Na+], predict the reaction product. The product is: [C:40]([O:42][CH2:35][CH2:34][CH2:33][S:30]([N:27]1[CH2:28][CH2:29][N:24]([CH2:23][C:21]2[CH:20]=[CH:19][C:3]([O:4][CH:5]3[CH2:10][CH2:9][N:8]([C:11]4[N:12]=[CH:13][C:14]([CH2:17][CH3:18])=[CH:15][N:16]=4)[CH2:7][CH2:6]3)=[C:2]([Cl:1])[CH:22]=2)[CH2:25][CH2:26]1)(=[O:31])=[O:32])(=[O:41])[CH3:39]. (3) Given the reactants [CH:1]1([N:4]([C@@H:20]([C:22]2[N:23]=[C:24]([O:35][CH:36]([CH3:38])[CH3:37])[N:25]([CH2:27][CH2:28][CH2:29][NH:30][C:31]([O:33][CH3:34])=[O:32])[CH:26]=2)[CH3:21])[C:5]([C@@H:7]2[O:12][CH2:11][CH2:10][N:9](C(OC(C)(C)C)=O)[CH2:8]2)=[O:6])[CH2:3][CH2:2]1.FC(F)(F)C(O)=O, predict the reaction product. The product is: [CH:1]1([N:4]([C:5]([C@@H:7]2[O:12][CH2:11][CH2:10][NH:9][CH2:8]2)=[O:6])[C@@H:20]([C:22]2[N:23]=[C:24]([O:35][CH:36]([CH3:38])[CH3:37])[N:25]([CH2:27][CH2:28][CH2:29][NH:30][C:31](=[O:32])[O:33][CH3:34])[CH:26]=2)[CH3:21])[CH2:2][CH2:3]1. (4) Given the reactants [NH2:1][C@H:2]([C:5]1[N:14]([C@@H:15]2[CH2:17][C@@H:16]2[F:18])[C:13](=[O:19])[C:12]2[C:7](=[CH:8][CH:9]=[CH:10][C:11]=2[Cl:20])[N:6]=1)[CH2:3][CH3:4].Cl[C:22]1[N:27]=[CH:26][N:25]=[C:24]([NH2:28])[C:23]=1[C:29]1[O:33][N:32]=[C:31]([CH3:34])[N:30]=1.CCN(C(C)C)C(C)C.CCOC(C)=O, predict the reaction product. The product is: [NH2:28][C:24]1[N:25]=[CH:26][N:27]=[C:22]([NH:1][C@H:2]([C:5]2[N:14]([C@H:15]3[CH2:17][C@@H:16]3[F:18])[C:13](=[O:19])[C:12]3[C:7](=[CH:8][CH:9]=[CH:10][C:11]=3[Cl:20])[N:6]=2)[CH2:3][CH3:4])[C:23]=1[C:29]1[O:33][N:32]=[C:31]([CH3:34])[N:30]=1. (5) The product is: [F:1][C:2]([F:21])([F:20])[C:3]1[CH:8]=[CH:7][C:6]([C:9]2([CH2:14][C:22]#[N:23])[CH2:13][CH2:12][CH2:11][CH2:10]2)=[CH:5][CH:4]=1. Given the reactants [F:1][C:2]([F:21])([F:20])[C:3]1[CH:8]=[CH:7][C:6]([C:9]2([CH2:14]OS(C)(=O)=O)[CH2:13][CH2:12][CH2:11][CH2:10]2)=[CH:5][CH:4]=1.[C-:22]#[N:23].[Na+], predict the reaction product. (6) The product is: [CH2:15]([O:11]/[N:10]=[N+:9](\[N:4]1[CH2:3][CH2:8][CH:7]([CH2:22][OH:23])[CH2:6][CH2:5]1)/[O-:12])[CH2:16][CH2:17][CH3:18]. Given the reactants OC[C@@H:3]1[CH2:8][CH2:7][CH2:6][CH2:5][N:4]1/[N+:9](/[O-:12])=[N:10]/[O-:11].[Na+].Br[CH2:15][CH2:16][CH2:17][CH3:18].CN([CH:22]=[O:23])C, predict the reaction product. (7) Given the reactants [Br:1][C:2]1[C:3]([O:31]C)=[C:4]([C:9]([CH2:12][S:13]([C:16]2[CH:21]=[CH:20][C:19]([F:22])=[CH:18][C:17]=2/[CH:23]=[CH:24]\[CH2:25][N:26]([CH2:29][CH3:30])[CH2:27][CH3:28])(=[O:15])=[O:14])=[CH:10][CH:11]=1)[C:5]([O:7][CH3:8])=[O:6].CN(C)C1C=CC=CC=1.[Cl-].[Al+3].[Cl-].[Cl-], predict the reaction product. The product is: [Br:1][C:2]1[C:3]([OH:31])=[C:4]([C:9]([CH2:12][S:13]([C:16]2[CH:21]=[CH:20][C:19]([F:22])=[CH:18][C:17]=2/[CH:23]=[CH:24]\[CH2:25][N:26]([CH2:27][CH3:28])[CH2:29][CH3:30])(=[O:14])=[O:15])=[CH:10][CH:11]=1)[C:5]([O:7][CH3:8])=[O:6]. (8) Given the reactants [C:1]([C:5]1[CH:10]=[CH:9][C:8]([S:11]([C:22](=[O:38])[NH:23][C:24]2[CH:29]=[CH:28][C:27]([O:30][CH2:31][CH:32]3[CH2:37][CH2:36][CH2:35][CH2:34][CH2:33]3)=[CH:26][CH:25]=2)([CH3:21])[C:12]2[CH:20]=[CH:19][C:15]([C:16]([OH:18])=O)=[CH:14][CH:13]=2)=[CH:7][CH:6]=1)([CH3:4])([CH3:3])[CH3:2].C1C=CC2N(O)N=NC=2C=1.CCN=C=NCCCN(C)C.[NH2:60][CH2:61][CH2:62][S:63]([OH:66])(=[O:65])=[O:64].C(N(C(C)C)CC)(C)C, predict the reaction product. The product is: [C:1]([C:5]1[CH:10]=[CH:9][C:8]([S:11]([C:22](=[O:38])[NH:23][C:24]2[CH:29]=[CH:28][C:27]([O:30][CH2:31][CH:32]3[CH2:33][CH2:34][CH2:35][CH2:36][CH2:37]3)=[CH:26][CH:25]=2)([CH3:21])[C:12]2[CH:13]=[CH:14][C:15]([C:16]([NH:60][CH2:61][CH2:62][S:63]([OH:66])(=[O:65])=[O:64])=[O:18])=[CH:19][CH:20]=2)=[CH:7][CH:6]=1)([CH3:2])([CH3:4])[CH3:3].